Task: Predict the reactants needed to synthesize the given product.. Dataset: Full USPTO retrosynthesis dataset with 1.9M reactions from patents (1976-2016) (1) Given the product [N:24]1([C:28]([C:30]2[N:31]=[CH:32][C:33]([O:22][C:12]3[CH:11]=[C:10]([CH:15]=[C:14]([O:16][C@@H:17]([CH3:21])[CH2:18][O:19][CH3:20])[CH:13]=3)[C:9]([NH:8][C:5]3[CH:6]=[CH:7][N:3]([CH2:1][CH3:2])[N:4]=3)=[O:23])=[CH:34][CH:35]=2)=[O:29])[CH2:27][CH2:26][CH2:25]1, predict the reactants needed to synthesize it. The reactants are: [CH2:1]([N:3]1[CH:7]=[CH:6][C:5]([NH:8][C:9](=[O:23])[C:10]2[CH:15]=[C:14]([O:16][C@@H:17]([CH3:21])[CH2:18][O:19][CH3:20])[CH:13]=[C:12]([OH:22])[CH:11]=2)=[N:4]1)[CH3:2].[N:24]1([C:28]([C:30]2[CH:35]=[CH:34][C:33](Br)=[CH:32][N:31]=2)=[O:29])[CH2:27][CH2:26][CH2:25]1. (2) Given the product [N:31]([C:29]1[N:28]=[CH:27][N:26]=[C:25]([C:22]2[CH:21]=[N:20][C:19]([O:18][CH3:17])=[N:24][CH:23]=2)[CH:30]=1)=[C:1]=[S:2], predict the reactants needed to synthesize it. The reactants are: [C:1](N1C=CC=CC1=O)(N1C=CC=CC1=O)=[S:2].[CH3:17][O:18][C:19]1[N:24]=[CH:23][C:22]([C:25]2[CH:30]=[C:29]([NH2:31])[N:28]=[CH:27][N:26]=2)=[CH:21][N:20]=1.